From a dataset of Catalyst prediction with 721,799 reactions and 888 catalyst types from USPTO. Predict which catalyst facilitates the given reaction. (1) Reactant: Cl.Cl.[CH3:3][C:4]1[N:8]([CH:9]2[CH2:15][CH:14]3[N:16]([CH2:17][CH2:18][C:19]4([C:25]5[CH:30]=[CH:29][CH:28]=[CH:27][CH:26]=5)[CH2:24][CH2:23][NH:22][CH2:21][CH2:20]4)[CH:11]([CH2:12][CH2:13]3)[CH2:10]2)[C:7]2[CH:31]=[CH:32][CH:33]=[CH:34][C:6]=2[N:5]=1.C(N(CC)CC)C.[S:42]1[CH:46]=[CH:45][N:44]=[C:43]1[CH:47]=O.O([BH-](OC(C)=O)OC(C)=O)C(C)=O.[Na+]. Product: [CH3:3][C:4]1[N:8]([CH:9]2[CH2:15][CH:14]3[N:16]([CH2:17][CH2:18][C:19]4([C:25]5[CH:30]=[CH:29][CH:28]=[CH:27][CH:26]=5)[CH2:20][CH2:21][N:22]([CH2:47][C:43]5[S:42][CH:46]=[CH:45][N:44]=5)[CH2:23][CH2:24]4)[CH:11]([CH2:12][CH2:13]3)[CH2:10]2)[C:7]2[CH:31]=[CH:32][CH:33]=[CH:34][C:6]=2[N:5]=1. The catalyst class is: 26. (2) Reactant: [CH3:1][O:2][C:3]1[CH:8]=[CH:7][C:6]([S:9][CH2:10][CH2:11][NH2:12])=[CH:5][CH:4]=1.ClC(Cl)([O:16]C(=O)OC(Cl)(Cl)Cl)Cl.[CH2:25]([N:27]([CH2:30][CH3:31])[CH2:28][CH3:29])C.[C:32]([N:42]1CCCCC1)([O:34][CH2:35][C:36]1[CH:41]=[CH:40][CH:39]=[CH:38][CH:37]=1)=[O:33]. Product: [CH3:1][O:2][C:3]1[CH:8]=[CH:7][C:6]([S:9][CH2:10][CH2:11][NH:12][C:25]([N:27]2[CH2:30][CH2:31][N:42]([C:32]([O:34][CH2:35][C:36]3[CH:41]=[CH:40][CH:39]=[CH:38][CH:37]=3)=[O:33])[CH2:29][CH2:28]2)=[O:16])=[CH:5][CH:4]=1. The catalyst class is: 2. (3) Reactant: [CH2:1]([N:8]=[C:9]=[O:10])[C:2]1[CH:7]=[CH:6][CH:5]=[CH:4][CH:3]=1.[I:11][C:12]1[C:20]2[C:15](=[CH:16][CH:17]=[C:18]([NH2:21])[CH:19]=2)[NH:14][N:13]=1. Product: [CH2:1]([NH:8][C:9]([NH:21][C:18]1[CH:19]=[C:20]2[C:15](=[CH:16][CH:17]=1)[NH:14][N:13]=[C:12]2[I:11])=[O:10])[C:2]1[CH:7]=[CH:6][CH:5]=[CH:4][CH:3]=1. The catalyst class is: 1. (4) Reactant: [F:1][C:2]1([F:32])[CH2:7][CH2:6][N:5]([C:8]([C:10]2[NH:11][C:12]3[C:17]([CH:18]=2)=[CH:16][C:15]([C:19]([N:21]2[CH2:25][CH2:24][CH2:23][C@H:22]2[CH2:26][N:27]2[CH2:31][CH2:30][CH2:29][CH2:28]2)=[O:20])=[CH:14][CH:13]=3)=[O:9])[CH2:4][CH2:3]1.[H-].[Na+].Br[CH:36]([CH3:38])[CH3:37]. Product: [F:32][C:2]1([F:1])[CH2:7][CH2:6][N:5]([C:8]([C:10]2[N:11]([CH:36]([CH3:38])[CH3:37])[C:12]3[C:17]([CH:18]=2)=[CH:16][C:15]([C:19]([N:21]2[CH2:25][CH2:24][CH2:23][C@H:22]2[CH2:26][N:27]2[CH2:31][CH2:30][CH2:29][CH2:28]2)=[O:20])=[CH:14][CH:13]=3)=[O:9])[CH2:4][CH2:3]1. The catalyst class is: 9. (5) Reactant: [Br:1][C:2]1[C:10]2[C:5]([NH:6][CH:7]=[N:8][C:9]=2[Cl:11])=[N:4][CH:3]=1.[N:12]1([CH2:18][CH2:19]O)[CH2:17][CH2:16][O:15][CH2:14][CH2:13]1.C1(P(C2C=CC=CC=2)C2C=CC=CC=2)C=CC=CC=1.CCOC(/N=N/C(OCC)=O)=O. Product: [Br:1][C:2]1[C:10]2[C:9]([Cl:11])=[N:8][CH:7]=[N:6][C:5]=2[N:4]([CH2:19][CH2:18][N:12]2[CH2:17][CH2:16][O:15][CH2:14][CH2:13]2)[CH:3]=1. The catalyst class is: 7. (6) Reactant: [CH:1]1[C:13]2[NH:12][C:11]3[C:6](=[CH:7][CH:8]=[CH:9][CH:10]=3)[C:5]=2[CH:4]=[C:3]([C:14]([O:16][CH2:17][CH3:18])=[O:15])[N:2]=1.[H-].[Na+]. Product: [C:6]1([CH2:5][CH2:4][CH2:3][N:12]2[C:13]3[CH:1]=[N:2][C:3]([C:14]([O:16][CH2:17][CH3:18])=[O:15])=[CH:4][C:5]=3[C:6]3[C:11]2=[CH:10][CH:9]=[CH:8][CH:7]=3)[CH:11]=[CH:10][CH:9]=[CH:8][CH:7]=1. The catalyst class is: 3. (7) Reactant: [CH3:1][N:2]1[C@@H:7]2[CH2:8][C:9]3[C:17]4[C:12](=[CH:13][CH:14]=[CH:15][C:16]=4[C@H:6]2[CH:5]=[C:4]([C:18]([OH:20])=[O:19])[CH2:3]1)[NH:11][CH:10]=3.S(=O)(=O)(O)O.S(O)(O)(=O)=O.[OH:31][C:32]([C@@H:34]1[CH:49]=[C:48]2[C@@H:38]([CH2:39][C:40]3[C:50]4[C:43](=[CH:44][CH:45]=[CH:46][C:47]2=4)[NH:42][CH:41]=3)[N:36]([CH3:37])[CH2:35]1)=[O:33]. Product: [OH:20][C:18]([C@@H:4]1[CH:5]=[C:6]2[C@@H:7]([CH2:8][C:9]3[C:17]4[C:12](=[CH:13][CH:14]=[CH:15][C:16]2=4)[NH:11][CH:10]=3)[N:2]([CH3:1])[CH2:3]1)=[O:19].[CH3:37][N:36]1[C@@H:38]2[CH2:39][C:40]3[C:50]4[C:43](=[CH:44][CH:45]=[CH:46][C:47]=4[C@H:48]2[CH:49]=[C:34]([C:32]([OH:33])=[O:31])[CH2:35]1)[NH:42][CH:41]=3.[OH:20][C:18]([C@H:4]1[CH:5]=[C:6]2[C@@H:7]([CH2:8][C:9]3[C:17]4[C:12](=[CH:13][CH:14]=[CH:15][C:16]2=4)[NH:11][CH:10]=3)[N:2]([CH3:1])[CH2:3]1)=[O:19]. The catalyst class is: 611.